From a dataset of Reaction yield outcomes from USPTO patents with 853,638 reactions. Predict the reaction yield, written as a fraction of the theoretical maximum amount of product (1.0 means a 100% yield; for example, 0.34 means a 34% yield). (1) The reactants are [OH:1][C@H:2]1[CH2:10][C:9]2[C:4](=[CH:5][CH:6]=[CH:7][CH:8]=2)[C@H:3]1[NH:11][C:12](=[O:17])[CH2:13][CH2:14][CH:15]=[CH2:16].[CH3:18][C@H:19]([CH2:23]C=C)[C:20](O)=[O:21]. The catalyst is C(Cl)Cl. The product is [CH3:18][C@H:19]1[C:20](=[O:21])[O:1][C@H:2]2[CH2:10][C:9]3[CH:8]=[CH:7][CH:6]=[CH:5][C:4]=3[C@H:3]2[NH:11][C:12](=[O:17])[CH2:13][CH2:14][CH:15]=[CH:16][CH2:23]1. The yield is 0.470. (2) The reactants are [F:1][C:2]([F:15])([F:14])[C:3]([NH:5][C:6]1[CH:11]=[CH:10][C:9]([O:12][CH3:13])=[CH:8][CH:7]=1)=O.B. No catalyst specified. The product is [CH3:13][O:12][C:9]1[CH:10]=[CH:11][C:6]([NH:5][CH2:3][C:2]([F:1])([F:14])[F:15])=[CH:7][CH:8]=1. The yield is 0.890. (3) The reactants are [Cl:1][C:2]1[N:3]=[C:4](Cl)[C:5]2[O:10][C:9]3[N:11]=[C:12]([C:16]4[CH:21]=[CH:20][CH:19]=[CH:18][CH:17]=4)[CH:13]=[C:14]([CH3:15])[C:8]=3[C:6]=2[N:7]=1.[CH3:23][CH2:24][O-:25].[Na+]. The catalyst is C(O)C. The product is [Cl:1][C:2]1[N:3]=[C:4]([O:25][CH2:24][CH3:23])[C:5]2[O:10][C:9]3[N:11]=[C:12]([C:16]4[CH:21]=[CH:20][CH:19]=[CH:18][CH:17]=4)[CH:13]=[C:14]([CH3:15])[C:8]=3[C:6]=2[N:7]=1. The yield is 0.460. (4) The reactants are [CH2:1](Br)[C:2]1[CH:7]=[CH:6][CH:5]=[CH:4][CH:3]=1.[Mg].[C:10]([C:18]1[CH:23]=[CH:22][CH:21]=[CH:20][CH:19]=1)(=[O:17])[C:11]1[CH:16]=[CH:15][CH:14]=[CH:13][CH:12]=1. The catalyst is CCOCC. The product is [C:11]1([C:10]([C:18]2[CH:23]=[CH:22][CH:21]=[CH:20][CH:19]=2)([OH:17])[CH2:1][C:2]2[CH:7]=[CH:6][CH:5]=[CH:4][CH:3]=2)[CH:16]=[CH:15][CH:14]=[CH:13][CH:12]=1. The yield is 0.650. (5) The yield is 0.950. The catalyst is O1CCCC1. The reactants are [C:1]([C:3]1[CH:8]=[CH:7][CH:6]=[CH:5][C:4]=1[C:9]1[CH:14]=[CH:13][C:12]([CH2:15][C:16]2[C:17](=[O:42])[N:18]([C@H:28]3[CH2:33][CH2:32][C@H:31]([O:34][CH2:35][C:36](N(OC)C)=[O:37])[CH2:30][CH2:29]3)[C:19]3[N:20]([N:25]=[CH:26][CH:27]=3)[C:21]=2[CH2:22][CH2:23][CH3:24])=[CH:11][CH:10]=1)#[N:2].[CH3:43][Mg]Br.C(OCC)(=O)C.[Cl-].[NH4+]. The product is [OH:37][CH:36]([CH3:43])[CH2:35][O:34][C@H:31]1[CH2:32][CH2:33][C@H:28]([N:18]2[C:17](=[O:42])[C:16]([CH2:15][C:12]3[CH:13]=[CH:14][C:9]([C:4]4[C:3]([C:1]#[N:2])=[CH:8][CH:7]=[CH:6][CH:5]=4)=[CH:10][CH:11]=3)=[C:21]([CH2:22][CH2:23][CH3:24])[N:20]3[N:25]=[CH:26][CH:27]=[C:19]23)[CH2:29][CH2:30]1. (6) The reactants are [Cl:1][C:2]1[CH:3]=[CH:4][C:5]([CH2:8]O)=[N:6][CH:7]=1.C1(P(C2C=CC=CC=2)C2C=CC=CC=2)C=CC=CC=1.C(Br)(Br)(Br)[Br:30]. The catalyst is C(Cl)Cl. The product is [Br:30][CH2:8][C:5]1[CH:4]=[CH:3][C:2]([Cl:1])=[CH:7][N:6]=1. The yield is 0.168. (7) The reactants are [NH2:1][C@@H:2]1[C:11]2[C:6](=[CH:7][CH:8]=[CH:9][CH:10]=2)[C@H:5]([OH:12])[CH2:4][CH2:3]1.[H-].[Na+].F[C:16]1[CH:17]=[CH:18][C:19]2[N:20]([C:22]([N:25]3[CH2:29][CH2:28][CH2:27][C@H:26]3[CH2:30][O:31][Si:32]([CH:39]([CH3:41])[CH3:40])([CH:36]([CH3:38])[CH3:37])[CH:33]([CH3:35])[CH3:34])=[N:23][N:24]=2)[CH:21]=1.N. The catalyst is CN(C=O)C.CO.C(Cl)Cl. The product is [CH:39]([Si:32]([CH:33]([CH3:35])[CH3:34])([CH:36]([CH3:38])[CH3:37])[O:31][CH2:30][C@@H:26]1[CH2:27][CH2:28][CH2:29][N:25]1[C:22]1[N:20]2[CH:21]=[C:16]([O:12][C@H:5]3[C:6]4[C:11](=[CH:10][CH:9]=[CH:8][CH:7]=4)[C@@H:2]([NH2:1])[CH2:3][CH2:4]3)[CH:17]=[CH:18][C:19]2=[N:24][N:23]=1)([CH3:40])[CH3:41]. The yield is 0.280. (8) The reactants are [CH3:1][O:2][C:3]([C:5]1[C:13]([NH:14][C:15]2[CH:20]=[CH:19][CH:18]=[CH:17][CH:16]=2)=[C:12]([F:21])[C:8]2[N:9]=[CH:10][NH:11][C:7]=2[CH:6]=1)=[O:4].[Br:22]N1C(=O)CCC1=O. The catalyst is CN(C)C=O. The product is [CH3:1][O:2][C:3]([C:5]1[C:13]([NH:14][C:15]2[CH:16]=[CH:17][C:18]([Br:22])=[CH:19][CH:20]=2)=[C:12]([F:21])[C:8]2[N:9]=[CH:10][NH:11][C:7]=2[CH:6]=1)=[O:4]. The yield is 1.00.